This data is from Reaction yield outcomes from USPTO patents with 853,638 reactions. The task is: Predict the reaction yield, written as a fraction of the theoretical maximum amount of product (1.0 means a 100% yield; for example, 0.34 means a 34% yield). (1) The reactants are Br[CH2:2][C:3]([C:5]1[C:10]([CH3:11])=[CH:9][C:8]([S:12]([C:15]2[CH:20]=[CH:19][C:18]([O:21][CH3:22])=[CH:17][CH:16]=2)(=[O:14])=[O:13])=[CH:7][C:6]=1[CH3:23])=O.[NH2:24][C:25]([NH2:27])=[S:26]. The catalyst is CCO. The product is [CH3:22][O:21][C:18]1[CH:19]=[CH:20][C:15]([S:12]([C:8]2[CH:9]=[C:10]([CH3:11])[C:5]([C:3]3[N:24]=[C:25]([NH2:27])[S:26][CH:2]=3)=[C:6]([CH3:23])[CH:7]=2)(=[O:14])=[O:13])=[CH:16][CH:17]=1. The yield is 0.650. (2) The reactants are CS(O[CH:6]([CH:18]1[CH2:20][CH2:19]1)[CH2:7][CH2:8][C:9]1[CH:14]=[CH:13][CH:12]=[CH:11][C:10]=1[N+:15]([O-:17])=[O:16])(=O)=O.[OH-].[K+]. The catalyst is CS(C)=O. The product is [N+:15]([C:10]1[CH:11]=[CH:12][CH:13]=[CH:14][C:9]=1[CH:8]1[CH2:7][CH:6]1[CH:18]1[CH2:20][CH2:19]1)([O-:17])=[O:16]. The yield is 0.610. (3) The reactants are I[C:2]1[C:3](=[O:17])[NH:4][C:5](=[O:16])[N:6]([CH:15]=1)[C@@H:7]1[O:14][C@H:11]([CH2:12][OH:13])[C@@H:9]([OH:10])[CH2:8]1.C(N(CC)CC)C.[F:25][C:26]([F:34])([F:33])[C:27]([NH:29][CH2:30][C:31]#[CH:32])=[O:28].C(=O)(O)[O-]. The catalyst is CN(C=O)C.[Cu]I.C1C=CC([P]([Pd]([P](C2C=CC=CC=2)(C2C=CC=CC=2)C2C=CC=CC=2)([P](C2C=CC=CC=2)(C2C=CC=CC=2)C2C=CC=CC=2)[P](C2C=CC=CC=2)(C2C=CC=CC=2)C2C=CC=CC=2)(C2C=CC=CC=2)C2C=CC=CC=2)=CC=1.CO. The product is [F:25][C:26]([F:34])([F:33])[C:27]([NH:29][CH2:30][C:31]#[C:32][C:2]1[C:3](=[O:17])[NH:4][C:5](=[O:16])[N:6]([CH:15]=1)[C@@H:7]1[O:14][C@H:11]([CH2:12][OH:13])[C@@H:9]([OH:10])[CH2:8]1)=[O:28]. The yield is 0.710.